Dataset: Forward reaction prediction with 1.9M reactions from USPTO patents (1976-2016). Task: Predict the product of the given reaction. (1) Given the reactants [Cl:1][C:2]1[CH:7]=[CH:6][C:5]([CH:8]2[CH:12]([C:13]3[CH:18]=[CH:17][C:16]([Cl:19])=[CH:15][CH:14]=3)[N:11]([C:20]([N:22]3[CH2:27][CH2:26][N:25]([CH2:28][CH2:29][OH:30])[CH2:24][CH2:23]3)=[O:21])[C:10]([C:31]3[CH:36]=[CH:35][C:34]([O:37][CH3:38])=[CH:33][C:32]=3[O:39][CH:40]([CH3:42])[CH3:41])=[N:9]2)=[CH:4][CH:3]=1, predict the reaction product. The product is: [ClH:1].[Cl:1][C:2]1[CH:3]=[CH:4][C:5]([CH:8]2[CH:12]([C:13]3[CH:18]=[CH:17][C:16]([Cl:19])=[CH:15][CH:14]=3)[N:11]([C:20]([N:22]3[CH2:27][CH2:26][N:25]([CH2:28][CH2:29][OH:30])[CH2:24][CH2:23]3)=[O:21])[C:10]([C:31]3[CH:36]=[CH:35][C:34]([O:37][CH3:38])=[CH:33][C:32]=3[O:39][CH:40]([CH3:42])[CH3:41])=[N:9]2)=[CH:6][CH:7]=1. (2) Given the reactants [CH3:1][O:2][C:3]([C:5]1([NH:40][C:41]([O:43][C:44]([CH3:47])([CH3:46])[CH3:45])=[O:42])[CH2:8][CH:7]([O:9][S:10]([C:13]([F:39])([F:38])[C:14]([O:17][C:18]([F:37])([F:36])[C:19]([F:35])([F:34])[CH2:20][CH:21](I)[CH2:22][CH2:23][CH2:24][CH2:25][CH2:26][CH2:27][CH2:28][CH2:29][C:30]([OH:32])=[O:31])([F:16])[F:15])(=[O:12])=[O:11])[CH2:6]1)=[O:4].C(O)(=O)C, predict the reaction product. The product is: [CH3:1][O:2][C:3]([C:5]1([NH:40][C:41]([O:43][C:44]([CH3:47])([CH3:46])[CH3:45])=[O:42])[CH2:8][CH:7]([O:9][S:10]([C:13]([F:38])([F:39])[C:14]([O:17][C:18]([F:37])([F:36])[C:19]([F:35])([F:34])[CH2:20][CH2:21][CH2:22][CH2:23][CH2:24][CH2:25][CH2:26][CH2:27][CH2:28][CH2:29][C:30]([OH:32])=[O:31])([F:16])[F:15])(=[O:12])=[O:11])[CH2:6]1)=[O:4]. (3) Given the reactants [OH:1][C@@H:2]([C@H:4]1[C:34](=[O:35])[N:6]2[C:7]([C:21]([O:23]CC3C=CC([N+]([O-])=O)=CC=3)=[O:22])=[C:8]([C:11]3[S:15][C:14]4=[C:16]([S:19][CH3:20])[N:17]=[CH:18][N:13]4[CH:12]=3)[C@H:9]([CH3:10])[C@H:5]12)[CH3:3].Br[CH:37]([C:39]1[CH:44]=[CH:43][CH:42]=[CH:41][CH:40]=1)[CH3:38].[I-].[Na+], predict the reaction product. The product is: [OH:1][C@@H:2]([C@H:4]1[C:34](=[O:35])[N:6]2[C:7]([C:21]([O-:23])=[O:22])=[C:8]([C:11]3[S:15][C:14]4=[C:16]([S:19][CH3:20])[N:17]([CH:37]([C:39]5[CH:44]=[CH:43][CH:42]=[CH:41][CH:40]=5)[CH3:38])[CH:18]=[N+:13]4[CH:12]=3)[C@H:9]([CH3:10])[C@H:5]12)[CH3:3]. (4) Given the reactants C(NC1C=C(OC)C=CC=1C1CCC2C=C(OC(=O)C(C)(C)C)C=CC=2C1)C.CN(C)C(C)(C)COC1C=CC(C=O)=CC=1.[CH3:45][N:46]([CH3:87])[C:47]([CH3:86])([CH3:85])[CH2:48][O:49][C:50]1[CH:84]=[CH:83][C:53]([CH2:54][CH2:55][CH2:56][NH:57][C:58]2[CH:63]=[C:62]([O:64][CH3:65])[CH:61]=[CH:60][C:59]=2[CH:66]2[CH2:75][CH2:74][C:73]3[CH:72]=[C:71]([O:76]C(=O)C(C)(C)C)[CH:70]=[CH:69][C:68]=3[CH2:67]2)=[CH:52][CH:51]=1.[H-].[Al+3].[Li+].[H-].[H-].[H-].N, predict the reaction product. The product is: [CH3:87][N:46]([CH3:45])[C:47]([CH3:85])([CH3:86])[CH2:48][O:49][C:50]1[CH:51]=[CH:52][C:53]([CH2:54][CH2:55][CH2:56][NH:57][C:58]2[CH:63]=[C:62]([O:64][CH3:65])[CH:61]=[CH:60][C:59]=2[CH:66]2[CH2:75][CH2:74][C:73]3[CH:72]=[C:71]([OH:76])[CH:70]=[CH:69][C:68]=3[CH2:67]2)=[CH:83][CH:84]=1. (5) Given the reactants [NH2:1][C:2]1[C:7]([CH2:8][OH:9])=[CH:6][C:5]([Br:10])=[CH:4][N:3]=1.[C:11](=O)(OC)[O:12]C.C[O-].[Na+], predict the reaction product. The product is: [Br:10][C:5]1[CH:4]=[N:3][C:2]2[NH:1][C:11](=[O:12])[O:9][CH2:8][C:7]=2[CH:6]=1. (6) Given the reactants [CH:1]1([OH:8])[CH2:6][CH2:5][CH:4]([OH:7])[CH2:3][CH2:2]1.N1C=CN=C1.[C:14]([Si:18](Cl)([C:25]1[CH:30]=[CH:29][CH:28]=[CH:27][CH:26]=1)[C:19]1[CH:24]=[CH:23][CH:22]=[CH:21][CH:20]=1)([CH3:17])([CH3:16])[CH3:15], predict the reaction product. The product is: [Si:18]([O:7][CH:4]1[CH2:5][CH2:6][CH:1]([OH:8])[CH2:2][CH2:3]1)([C:14]([CH3:17])([CH3:16])[CH3:15])([C:25]1[CH:26]=[CH:27][CH:28]=[CH:29][CH:30]=1)[C:19]1[CH:24]=[CH:23][CH:22]=[CH:21][CH:20]=1.